Predict the product of the given reaction. From a dataset of Forward reaction prediction with 1.9M reactions from USPTO patents (1976-2016). (1) Given the reactants Br[C:2]1[N:3]=[CH:4][S:5][CH:6]=1.CC1(C)C(C)(C)OB([C:15]2[CH:16]=[C:17]3[C:22](=[C:23]([O:25][CH2:26][O:27][CH2:28][CH2:29][Si:30]([CH3:33])([CH3:32])[CH3:31])[CH:24]=2)[N:21]=[CH:20][N:19]([CH2:34][O:35][CH2:36][CH2:37][Si:38]([CH3:41])([CH3:40])[CH3:39])[C:18]3=[O:42])O1.C(=O)([O-])[O-].[K+].[K+].O, predict the reaction product. The product is: [S:5]1[CH:6]=[C:2]([C:15]2[CH:16]=[C:17]3[C:22](=[C:23]([O:25][CH2:26][O:27][CH2:28][CH2:29][Si:30]([CH3:33])([CH3:31])[CH3:32])[CH:24]=2)[N:21]=[CH:20][N:19]([CH2:34][O:35][CH2:36][CH2:37][Si:38]([CH3:41])([CH3:40])[CH3:39])[C:18]3=[O:42])[N:3]=[CH:4]1. (2) Given the reactants [Si:1]([O:8][C@H:9]1[CH2:18][C:17]2([CH2:21][CH2:20][CH2:19]2)[CH2:16][C:15]2[N:14]=[C:13]([CH:22]([CH3:24])[CH3:23])[C:12]([CH:25]=[O:26])=[C:11]([I:27])[C:10]1=2)([C:4]([CH3:7])([CH3:6])[CH3:5])([CH3:3])[CH3:2].[CH:28]([C:31]1[CH:36]=[CH:35][C:34]([Mg]Br)=[CH:33][CH:32]=1)([CH3:30])[CH3:29], predict the reaction product. The product is: [Si:1]([O:8][C@H:9]1[CH2:18][C:17]2([CH2:21][CH2:20][CH2:19]2)[CH2:16][C:15]2[N:14]=[C:13]([CH:22]([CH3:23])[CH3:24])[C:12]([C@H:25]([C:34]3[CH:35]=[CH:36][C:31]([CH:28]([CH3:30])[CH3:29])=[CH:32][CH:33]=3)[OH:26])=[C:11]([I:27])[C:10]1=2)([C:4]([CH3:5])([CH3:6])[CH3:7])([CH3:3])[CH3:2].